This data is from Forward reaction prediction with 1.9M reactions from USPTO patents (1976-2016). The task is: Predict the product of the given reaction. Given the reactants C(Cl)(=O)C(Cl)=O.CS(C)=O.[F:11][C:12]([F:23])([F:22])[C:13]1[C:17]([CH2:18][CH2:19][CH2:20][OH:21])=[CH:16][NH:15][N:14]=1.C([O-])(O)=O.[Na+], predict the reaction product. The product is: [F:23][C:12]([F:11])([F:22])[C:13]1[C:17]([CH2:18][CH2:19][CH:20]=[O:21])=[CH:16][NH:15][N:14]=1.